From a dataset of Reaction yield outcomes from USPTO patents with 853,638 reactions. Predict the reaction yield, written as a fraction of the theoretical maximum amount of product (1.0 means a 100% yield; for example, 0.34 means a 34% yield). (1) The yield is 0.590. The reactants are [CH3:1][C:2]1[CH:3]=[C:4]([C:11]2[CH:16]=[CH:15][C:14]([N+:17]([O-:19])=[O:18])=[CH:13][CH:12]=2)[CH:5]=[CH:6][C:7]=1[C:8](=[O:10])[CH3:9].[Br-:20].[Br-].[Br-].[NH+]1C=CC=CC=1.[NH+]1C=CC=CC=1.[NH+]1C=CC=CC=1. The product is [Br:20][CH2:9][C:8]([C:7]1[CH:6]=[CH:5][C:4]([C:11]2[CH:16]=[CH:15][C:14]([N+:17]([O-:19])=[O:18])=[CH:13][CH:12]=2)=[CH:3][C:2]=1[CH3:1])=[O:10]. The catalyst is C(O)(=O)C. (2) The reactants are [CH2:1]([N:7]1[C:12](=[O:13])[CH2:11][C:10](=[O:14])[N:9]([CH2:15][C:16]2[CH:21]=[CH:20][CH:19]=[CH:18][CH:17]=2)[C:8]1=[O:22])[CH2:2][CH2:3][CH2:4][CH2:5][CH3:6].C(N(C(C)C)CC)(C)C.[N:32]([CH2:35][C:36]([O:38]CC)=[O:37])=[C:33]=[O:34]. The catalyst is C(Cl)(Cl)Cl. The product is [CH2:1]([N:7]1[C:12]([OH:13])=[C:11]([C:33]([NH:32][CH2:35][C:36]([OH:38])=[O:37])=[O:34])[C:10](=[O:14])[N:9]([CH2:15][C:16]2[CH:21]=[CH:20][CH:19]=[CH:18][CH:17]=2)[C:8]1=[O:22])[CH2:2][CH2:3][CH2:4][CH2:5][CH3:6]. The yield is 0.460.